Dataset: Reaction yield outcomes from USPTO patents with 853,638 reactions. Task: Predict the reaction yield, written as a fraction of the theoretical maximum amount of product (1.0 means a 100% yield; for example, 0.34 means a 34% yield). (1) The reactants are Br[C:2]1[S:3][C:4]2[CH:10]=[C:9]([O:11][CH3:12])[CH:8]=[CH:7][C:5]=2[N:6]=1.I[C:14]1[CH:19]=[CH:18][C:17]([N+:20]([O-:22])=[O:21])=[CH:16][CH:15]=1.C(=O)([O-])[O-].[Cs+].[Cs+].C(P(CCCC)CCCC)CCC. The catalyst is CN(C=O)C.C([O-])(=O)C.[Pd+2].C([O-])(=O)C.[Cu](Br)Br. The product is [CH3:12][O:11][C:9]1[CH:8]=[CH:7][C:5]2[N:6]=[C:2]([C:14]3[CH:19]=[CH:18][C:17]([N+:20]([O-:22])=[O:21])=[CH:16][CH:15]=3)[S:3][C:4]=2[CH:10]=1. The yield is 0.810. (2) The reactants are C(OC(=O)[NH:7][CH2:8][C:9]1[CH:14]=[CH:13][C:12]([C:15]#[C:16][C:17]2[CH:22]=[C:21]([C:23]3[C:27]4[CH2:28][N:29]([S:32]([CH3:35])(=[O:34])=[O:33])[CH2:30][CH2:31][C:26]=4[N:25]([CH2:36][CH2:37][CH2:38][N:39]4[CH2:44][CH2:43][O:42][CH2:41][CH2:40]4)[N:24]=3)[CH:20]=[CH:19][C:18]=2[Cl:45])=[CH:11][CH:10]=1)(C)(C)C.C(O)(C(F)(F)F)=O. The catalyst is C(Cl)Cl. The product is [Cl:45][C:18]1[CH:19]=[CH:20][C:21]([C:23]2[C:27]3[CH2:28][N:29]([S:32]([CH3:35])(=[O:33])=[O:34])[CH2:30][CH2:31][C:26]=3[N:25]([CH2:36][CH2:37][CH2:38][N:39]3[CH2:40][CH2:41][O:42][CH2:43][CH2:44]3)[N:24]=2)=[CH:22][C:17]=1[C:16]#[C:15][C:12]1[CH:11]=[CH:10][C:9]([CH2:8][NH2:7])=[CH:14][CH:13]=1. The yield is 0.760. (3) The product is [F:1][C:2]1[CH:24]=[C:23]([F:25])[CH:22]=[CH:21][C:3]=1[CH2:4][N:5]1[C:9]([CH2:10][CH2:11][C:12]([OH:14])=[O:13])=[CH:8][C:7]([O:17][CH:18]([CH3:19])[CH3:20])=[N:6]1. The yield is 0.950. The reactants are [F:1][C:2]1[CH:24]=[C:23]([F:25])[CH:22]=[CH:21][C:3]=1[CH2:4][N:5]1[C:9]([CH2:10][CH2:11][C:12]([O:14]CC)=[O:13])=[CH:8][C:7]([O:17][CH:18]([CH3:20])[CH3:19])=[N:6]1.[OH-].[Na+].O1CCCC1.Cl. The catalyst is C(O)C. (4) The reactants are [CH:1]1([N:6]2[C:14]([NH:15][C:16]3[C:21]([F:22])=[CH:20][C:19]([F:23])=[CH:18][C:17]=3[F:24])=[N:13][C:12]3[C:7]2=[N:8][C:9]([NH:25][C:26]2[CH:27]=[N:28][C:29]([O:32]C)=[CH:30][CH:31]=2)=[N:10][CH:11]=3)[CH2:5][CH2:4][CH2:3][CH2:2]1. The catalyst is Br.C(O)(=O)C. The product is [CH:1]1([N:6]2[C:14]([NH:15][C:16]3[C:21]([F:22])=[CH:20][C:19]([F:23])=[CH:18][C:17]=3[F:24])=[N:13][C:12]3[C:7]2=[N:8][C:9]([NH:25][C:26]2[CH:31]=[CH:30][C:29]([OH:32])=[N:28][CH:27]=2)=[N:10][CH:11]=3)[CH2:2][CH2:3][CH2:4][CH2:5]1. The yield is 0.340. (5) The reactants are [C:1]([C:5]1[CH:10]=[CH:9][CH:8]=[CH:7][C:6]=1[N:11]1[C:15](=O)[CH2:14][CH2:13][C:12]1=O)([CH3:4])([CH3:3])[CH3:2].C1(C)C=CC=CC=1. The catalyst is C1COCC1. The product is [C:1]([C:5]1[CH:10]=[CH:9][CH:8]=[CH:7][C:6]=1[N:11]1[CH2:12][CH2:13][CH2:14][CH2:15]1)([CH3:4])([CH3:2])[CH3:3]. The yield is 0.800.